From a dataset of NCI-60 drug combinations with 297,098 pairs across 59 cell lines. Regression. Given two drug SMILES strings and cell line genomic features, predict the synergy score measuring deviation from expected non-interaction effect. (1) Drug 1: CC1=C(C=C(C=C1)NC2=NC=CC(=N2)N(C)C3=CC4=NN(C(=C4C=C3)C)C)S(=O)(=O)N.Cl. Drug 2: CNC(=O)C1=CC=CC=C1SC2=CC3=C(C=C2)C(=NN3)C=CC4=CC=CC=N4. Cell line: EKVX. Synergy scores: CSS=5.79, Synergy_ZIP=-1.30, Synergy_Bliss=-0.112, Synergy_Loewe=-4.38, Synergy_HSA=-1.22. (2) Drug 1: C(=O)(N)NO. Drug 2: C1=CC=C(C(=C1)C(C2=CC=C(C=C2)Cl)C(Cl)Cl)Cl. Cell line: MALME-3M. Synergy scores: CSS=-8.63, Synergy_ZIP=8.25, Synergy_Bliss=12.7, Synergy_Loewe=-4.00, Synergy_HSA=-1.47. (3) Drug 1: C1=NC2=C(N=C(N=C2N1C3C(C(C(O3)CO)O)O)F)N. Drug 2: CC1=C2C(C(=O)C3(C(CC4C(C3C(C(C2(C)C)(CC1OC(=O)C(C(C5=CC=CC=C5)NC(=O)C6=CC=CC=C6)O)O)OC(=O)C7=CC=CC=C7)(CO4)OC(=O)C)O)C)OC(=O)C. Cell line: BT-549. Synergy scores: CSS=11.4, Synergy_ZIP=-4.13, Synergy_Bliss=1.90, Synergy_Loewe=-13.9, Synergy_HSA=0.956. (4) Drug 1: CC1OCC2C(O1)C(C(C(O2)OC3C4COC(=O)C4C(C5=CC6=C(C=C35)OCO6)C7=CC(=C(C(=C7)OC)O)OC)O)O. Drug 2: COC1=NC(=NC2=C1N=CN2C3C(C(C(O3)CO)O)O)N. Cell line: COLO 205. Synergy scores: CSS=30.1, Synergy_ZIP=3.60, Synergy_Bliss=9.02, Synergy_Loewe=-12.9, Synergy_HSA=6.42.